This data is from Forward reaction prediction with 1.9M reactions from USPTO patents (1976-2016). The task is: Predict the product of the given reaction. (1) Given the reactants [CH2:1]([C@@:5]1([CH2:28][CH3:29])[NH:11][C@@H:10]([C:12]2[CH:17]=[CH:16][CH:15]=[CH:14][CH:13]=2)[C:9]2[CH:18]=[C:19]([O:24][CH3:25])[C:20]([CH2:22][OH:23])=[CH:21][C:8]=2[S:7](=[O:27])(=[O:26])[CH2:6]1)[CH2:2][CH2:3][CH3:4].CC(OI1(OC(C)=O)(OC(C)=O)OC(=O)C2C=CC=CC1=2)=O, predict the reaction product. The product is: [CH2:1]([C@@:5]1([CH2:28][CH3:29])[NH:11][C@@H:10]([C:12]2[CH:13]=[CH:14][CH:15]=[CH:16][CH:17]=2)[C:9]2[CH:18]=[C:19]([O:24][CH3:25])[C:20]([CH:22]=[O:23])=[CH:21][C:8]=2[S:7](=[O:26])(=[O:27])[CH2:6]1)[CH2:2][CH2:3][CH3:4]. (2) Given the reactants Cl[C:2]1[N:3]=[CH:4][C:5]2[N:13]([CH3:14])[C:12](=[O:15])[C:9]3([CH2:11][CH2:10]3)[CH2:8][N:7]([CH:16]3[CH2:20][CH2:19][CH2:18][CH2:17]3)[C:6]=2[N:21]=1.[NH2:22][C:23]1[CH:31]=[CH:30][C:26]([C:27]([OH:29])=[O:28])=[CH:25][C:24]=1[O:32][CH3:33].C(O)C.Cl, predict the reaction product. The product is: [CH:16]1([N:7]2[CH2:8][C:9]3([CH2:11][CH2:10]3)[C:12](=[O:15])[N:13]([CH3:14])[C:5]3[CH:4]=[N:3][C:2]([NH:22][C:23]4[CH:31]=[CH:30][C:26]([C:27]([OH:29])=[O:28])=[CH:25][C:24]=4[O:32][CH3:33])=[N:21][C:6]2=3)[CH2:20][CH2:19][CH2:18][CH2:17]1. (3) Given the reactants [OH-].[Na+].[CH:3]([NH:6][C:7]1[CH:16]=[CH:15][C:14]([N+:17]([O-:19])=[O:18])=[CH:13][C:8]=1[C:9]([O:11]C)=[O:10])([CH3:5])[CH3:4].Cl, predict the reaction product. The product is: [CH:3]([NH:6][C:7]1[CH:16]=[CH:15][C:14]([N+:17]([O-:19])=[O:18])=[CH:13][C:8]=1[C:9]([OH:11])=[O:10])([CH3:5])[CH3:4]. (4) Given the reactants Cl[C:2]1[N:7]=[N:6][C:5]([C:8]([NH2:10])=[O:9])=[C:4]([NH:11][C:12]2[CH:17]=[CH:16][CH:15]=[C:14]([C:18]([OH:21])([CH3:20])[CH3:19])[N:13]=2)[CH:3]=1.[CH2:22]([NH2:25])[CH2:23][NH2:24], predict the reaction product. The product is: [NH4+:6].[OH-:9].[NH2:24][CH2:23][CH2:22][NH:25][C:2]1[N:7]=[N:6][C:5]([C:8]([NH2:10])=[O:9])=[C:4]([NH:11][C:12]2[CH:17]=[CH:16][CH:15]=[C:14]([C:18]([OH:21])([CH3:20])[CH3:19])[N:13]=2)[CH:3]=1.